From a dataset of Catalyst prediction with 721,799 reactions and 888 catalyst types from USPTO. Predict which catalyst facilitates the given reaction. (1) Reactant: [H-].[Na+].[C:3]([O:7][C:8]([N:10]1[CH2:15][CH2:14][C@:13]([OH:28])([C:16]2[CH:21]=[CH:20][C:19]([CH2:22][O:23][CH2:24][CH2:25][O:26][CH3:27])=[CH:18][CH:17]=2)[C@@H:12]([OH:29])[CH2:11]1)=[O:9])([CH3:6])([CH3:5])[CH3:4].Br[CH2:31][C:32]1[CH:33]=[CH:34][C:35]2[O:40][CH2:39][C:38](=[O:41])[N:37]([CH2:42][CH2:43][CH2:44][O:45][CH3:46])[C:36]=2[CH:47]=1.C([O-])(O)=O.[Na+]. Product: [C:3]([O:7][C:8]([N:10]1[CH2:15][CH2:14][C@:13]([OH:28])([C:16]2[CH:21]=[CH:20][C:19]([CH2:22][O:23][CH2:24][CH2:25][O:26][CH3:27])=[CH:18][CH:17]=2)[C@@H:12]([O:29][CH2:31][C:32]2[CH:33]=[CH:34][C:35]3[O:40][CH2:39][C:38](=[O:41])[N:37]([CH2:42][CH2:43][CH2:44][O:45][CH3:46])[C:36]=3[CH:47]=2)[CH2:11]1)=[O:9])([CH3:6])([CH3:4])[CH3:5]. The catalyst class is: 639. (2) Reactant: [N+:1]([C:4]1[NH:8][N:7]=[C:6]([C:9]([OH:11])=[O:10])[CH:5]=1)([O-:3])=[O:2].[CH:12](O)([CH3:14])[CH3:13]. Product: [N+:1]([C:4]1[NH:8][N:7]=[C:6]([C:9]([O:11][CH:12]([CH3:14])[CH3:13])=[O:10])[CH:5]=1)([O-:3])=[O:2]. The catalyst class is: 65.